This data is from Full USPTO retrosynthesis dataset with 1.9M reactions from patents (1976-2016). The task is: Predict the reactants needed to synthesize the given product. (1) Given the product [CH3:38][C:8]1[CH:9]=[C:10]([S:13][CH2:14][C:15]2[S:19][C:18]([C:20]3[CH:25]=[CH:24][C:23]([C:26]([F:28])([F:29])[F:27])=[CH:22][CH:21]=3)=[N:17][C:16]=2[CH2:30][CH2:31][C:32]2[CH:33]=[CH:34][CH:35]=[CH:36][CH:37]=2)[CH:11]=[CH:12][C:7]=1[O:6][CH2:5][C:4]([OH:39])=[O:3], predict the reactants needed to synthesize it. The reactants are: C([O:3][C:4](=[O:39])[CH2:5][O:6][C:7]1[CH:12]=[CH:11][C:10]([S:13][CH2:14][C:15]2[S:19][C:18]([C:20]3[CH:25]=[CH:24][C:23]([C:26]([F:29])([F:28])[F:27])=[CH:22][CH:21]=3)=[N:17][C:16]=2[CH2:30][CH2:31][C:32]2[CH:37]=[CH:36][CH:35]=[CH:34][CH:33]=2)=[CH:9][C:8]=1[CH3:38])C.[Li+].[OH-].Cl. (2) The reactants are: [Cl:1][C:2]1[N:7]=[C:6]([Cl:8])[C:5]([CH:9]([CH3:11])[CH3:10])=[C:4](Cl)[N:3]=1.[CH3:13][C:14]1[CH:15]=[C:16]([OH:21])[CH:17]=[C:18]([CH3:20])[CH:19]=1.[H-].[Na+]. Given the product [Cl:1][C:2]1[N:7]=[C:6]([Cl:8])[C:5]([CH:9]([CH3:11])[CH3:10])=[C:4]([O:21][C:16]2[CH:17]=[C:18]([CH3:20])[CH:19]=[C:14]([CH3:13])[CH:15]=2)[N:3]=1, predict the reactants needed to synthesize it.